Dataset: Forward reaction prediction with 1.9M reactions from USPTO patents (1976-2016). Task: Predict the product of the given reaction. (1) Given the reactants [Br:1][CH2:2][C@@H:3]([C:5]1[CH:10]=[CH:9][C:8]([O:11][CH2:12][C:13]2[CH:18]=[CH:17][CH:16]=[CH:15][CH:14]=2)=[C:7]([NH:19][CH:20]=[O:21])[CH:6]=1)[OH:4].N1C=CN=C1.[Si:27](Cl)([C:30]([CH3:33])([CH3:32])[CH3:31])([CH3:29])[CH3:28], predict the reaction product. The product is: [CH2:12]([O:11][C:8]1[CH:9]=[CH:10][C:5]([C@@H:3]([O:4][Si:27]([C:30]([CH3:33])([CH3:32])[CH3:31])([CH3:29])[CH3:28])[CH2:2][Br:1])=[CH:6][C:7]=1[NH:19][CH:20]=[O:21])[C:13]1[CH:14]=[CH:15][CH:16]=[CH:17][CH:18]=1. (2) Given the reactants Cl.[Cl:2][C:3]1[CH:4]=[C:5]2[C:9](=[CH:10][CH:11]=1)[NH:8][CH:7]=[C:6]2[CH2:12][CH2:13][NH2:14].CN(C([O:22][N:23]1N=N[C:25]2[CH:26]=[CH:27][CH:28]=N[C:24]1=2)=[N+](C)C)C.F[P-](F)(F)(F)(F)F.[CH:39](N(CC)C(C)C)(C)C.[C:48](OCC)(=[O:50])C, predict the reaction product. The product is: [Cl:2][C:3]1[CH:4]=[C:5]2[C:9](=[CH:10][CH:11]=1)[NH:8][CH:7]=[C:6]2[CH2:12][CH2:13][NH:14][C:48]([C:24]1[CH:25]=[C:26]([CH:27]2[CH2:28][CH2:39]2)[O:22][N:23]=1)=[O:50].